Dataset: Reaction yield outcomes from USPTO patents with 853,638 reactions. Task: Predict the reaction yield, written as a fraction of the theoretical maximum amount of product (1.0 means a 100% yield; for example, 0.34 means a 34% yield). (1) The product is [C:31]([O:16][C@@H:15]1[C@H:17]([OH:18])[C@H:19]([OH:20])[CH2:21][O:22][C@H:14]1[N:12]1[CH:13]=[C:8]([CH2:7][CH2:6][N:5]2[C:4](=[O:25])[C:3]3=[CH:26][CH:27]=[CH:28][CH:29]=[C:2]3[C:1]2=[O:30])[C:9](=[O:24])[NH:10][C:11]1=[O:23])(=[O:38])[C:32]1[CH:37]=[CH:36][CH:35]=[CH:34][CH:33]=1. The yield is 0.600. The reactants are [C:1]1(=[O:30])[N:5]([CH2:6][CH2:7][C:8]2[C:9](=[O:24])[NH:10][C:11](=[O:23])[N:12]([C@@H:14]3[O:22][CH2:21][C@@H:19]([OH:20])[C@@H:17]([OH:18])[C@H:15]3[OH:16])[CH:13]=2)[C:4](=[O:25])[C:3]2=[CH:26][CH:27]=[CH:28][CH:29]=[C:2]12.[C:31](Cl)(=[O:38])[C:32]1[CH:37]=[CH:36][CH:35]=[CH:34][CH:33]=1.[Cl-].[NH4+]. The catalyst is N1C=CC=CC=1.ClCCl. (2) The reactants are [Cl:1][C:2]1[C:10]2[N:9]=[C:8]3[N:11]([C:15]4[CH:20]=[CH:19][C:18]([Cl:21])=[CH:17][C:16]=4[Cl:22])[CH2:12][CH2:13][CH2:14][N:7]3[C:6]=2[C:5]([CH:23]([CH2:31][CH3:32])[CH2:24][C:25](N(OC)C)=[O:26])=[CH:4][CH:3]=1.[CH3:33][Mg]Br.[Cl-].[NH4+]. The catalyst is O1CCCC1. The product is [Cl:1][C:2]1[C:10]2[N:9]=[C:8]3[N:11]([C:15]4[CH:20]=[CH:19][C:18]([Cl:21])=[CH:17][C:16]=4[Cl:22])[CH2:12][CH2:13][CH2:14][N:7]3[C:6]=2[C:5]([CH:23]([CH2:31][CH3:32])[CH2:24][C:25](=[O:26])[CH3:33])=[CH:4][CH:3]=1. The yield is 0.710. (3) The reactants are [CH3:1][O:2][C:3]1[CH:4]=[C:5]([OH:9])[CH:6]=[CH:7][CH:8]=1.S(=O)(=O)(O)O.[CH3:15][C:16]([CH3:22])=[CH:17][C:18](OC)=[O:19]. The catalyst is C(OCC)(=O)C. The product is [CH3:1][O:2][C:3]1[CH:4]=[C:5]2[C:6]([C:16]([CH3:22])([CH3:15])[CH2:17][C:18](=[O:19])[O:9]2)=[CH:7][CH:8]=1. The yield is 0.390.